From a dataset of Orexin1 receptor HTS with 218,158 compounds and 233 confirmed actives. Binary Classification. Given a drug SMILES string, predict its activity (active/inactive) in a high-throughput screening assay against a specified biological target. (1) The molecule is O1c2cc(Cn3nnnc3C(N3CCN(CC3)CC)C(C)C)ccc2OC1. The result is 0 (inactive). (2) The molecule is FC(F)(F)c1n(c2c(n1)cccc2)c1nc(nc(n1)NC)NC. The result is 0 (inactive).